Dataset: Full USPTO retrosynthesis dataset with 1.9M reactions from patents (1976-2016). Task: Predict the reactants needed to synthesize the given product. (1) Given the product [Cl:17][C:12]1[C:11]2[C:10]3[C:9](=[C:20]([CH3:21])[O:19][N:18]=3)[C:8](=[O:22])[N:7]([C:4]3([C:29]4([O:33][CH3:34])[C:30]([O:31][CH3:32])=[C:25]([O:24][CH3:23])[CH:26]=[C:27]([CH2:35][C:36]([NH2:41])=[O:38])[CH2:28]4)[CH2:3][CH2:2][CH2:6][CH2:5]3)[C:16]=2[CH:15]=[CH:14][CH:13]=1, predict the reactants needed to synthesize it. The reactants are: N[CH:2]1[CH2:6][CH2:5][CH:4]([N:7]2[C:16]3[CH:15]=[CH:14][CH:13]=[C:12]([Cl:17])[C:11]=3[C:10]3=[N:18][O:19][C:20]([CH3:21])=[C:9]3[C:8]2=[O:22])[CH2:3]1.[CH3:23][O:24][C:25]1[CH:26]=[C:27]([CH2:35][C:36]([OH:38])=O)[CH:28]=[C:29]([O:33][CH3:34])[C:30]=1[O:31][CH3:32].CC[N:41](CC)CC.C1C=CC2N(O)N=NC=2C=1.CCN=C=NCCCN(C)C. (2) The reactants are: F[C:2]1[CH:11]=[C:10]([C:12]2[N:17]=[C:16]3[N:18]([CH2:21][C:22]4[CH:23]=[C:24]5[C:29](=[CH:30][CH:31]=4)[N:28]=[CH:27][CH:26]=[CH:25]5)[N:19]=[N:20][C:15]3=[CH:14][CH:13]=2)[CH:9]=[CH:8][C:3]=1[C:4](NC)=[O:5].O1C2C=CC(B(O)O)=CC=2C[CH2:33]1.C(=O)([O-])[O-].[K+].[K+].O1CCOCC1. Given the product [O:5]1[C:33]2[CH:2]=[CH:11][C:10]([C:12]3[N:17]=[C:16]4[N:18]([CH2:21][C:22]5[CH:23]=[C:24]6[C:29](=[CH:30][CH:31]=5)[N:28]=[CH:27][CH:26]=[CH:25]6)[N:19]=[N:20][C:15]4=[CH:14][CH:13]=3)=[CH:9][C:8]=2[CH2:3][CH2:4]1, predict the reactants needed to synthesize it. (3) Given the product [CH2:26]([N:13]1[CH:12]=[N:11][C:10]2[C:14]1=[N:15][C:16]([NH:18][C@H:19]1[CH2:20][CH2:21][C@H:22]([OH:25])[CH2:23][CH2:24]1)=[N:17][C:9]=2[NH:8][C:5]1[CH:6]=[CH:7][C:2]([NH:1][S:29]([CH3:28])(=[O:31])=[O:30])=[CH:3][CH:4]=1)[CH3:27], predict the reactants needed to synthesize it. The reactants are: [NH2:1][C:2]1[CH:7]=[CH:6][C:5]([NH:8][C:9]2[N:17]=[C:16]([NH:18][C@H:19]3[CH2:24][CH2:23][C@H:22]([OH:25])[CH2:21][CH2:20]3)[N:15]=[C:14]3[C:10]=2[N:11]=[CH:12][N:13]3[CH2:26][CH3:27])=[CH:4][CH:3]=1.[CH3:28][S:29](Cl)(=[O:31])=[O:30]. (4) Given the product [NH2:3][C:2]1[S:1][C:7]2[C:8]([C:26]#[N:27])=[C:9]([O:10][C:11]3[CH:12]=[C:13]([NH:17][C:18](=[O:23])[C:19]([F:21])([F:22])[F:20])[CH:14]=[CH:15][CH:16]=3)[CH:24]=[CH:25][C:6]=2[N:5]=1, predict the reactants needed to synthesize it. The reactants are: [S-:1][C:2]#[N:3].[K+].[NH2:5][C:6]1[CH:25]=[CH:24][C:9]([O:10][C:11]2[CH:12]=[C:13]([NH:17][C:18](=[O:23])[C:19]([F:22])([F:21])[F:20])[CH:14]=[CH:15][CH:16]=2)=[C:8]([C:26]#[N:27])[CH:7]=1.BrBr.